From a dataset of Catalyst prediction with 721,799 reactions and 888 catalyst types from USPTO. Predict which catalyst facilitates the given reaction. (1) Reactant: N[C:2]1[C:7](=[O:8])[CH:6]=[CH:5][N:4]([C:9]2[CH:10]=[N:11][N:12]([CH3:14])[CH:13]=2)[N:3]=1.N([O-])=O.[Na+].[ClH:19]. Product: [Cl:19][C:2]1[C:7](=[O:8])[CH:6]=[CH:5][N:4]([C:9]2[CH:10]=[N:11][N:12]([CH3:14])[CH:13]=2)[N:3]=1. The catalyst class is: 6. (2) Reactant: N12CCCN=C1CCCCC2.[F:12][C:13]([F:28])([F:27])[C:14]1[N:19]=[CH:18][N:17]=[C:16]([C:20]2[NH:21][O:22][C:23](=[O:25])[N:24]=2)[C:15]=1[Br:26].[N:29]1([C:34](Cl)=[O:35])[CH2:33][CH2:32][CH2:31][CH2:30]1. Product: [N:29]1([C:34]([N:24]2[C:23](=[O:25])[O:22][N:21]=[C:20]2[C:16]2[C:15]([Br:26])=[C:14]([C:13]([F:12])([F:27])[F:28])[N:19]=[CH:18][N:17]=2)=[O:35])[CH2:33][CH2:32][CH2:31][CH2:30]1. The catalyst class is: 17. (3) Reactant: [F:1][C:2]1[CH:3]=[C:4]([C:9]#[N:10])[CH:5]=[C:6]([CH:8]=1)[NH2:7].O=C(Cl)[O:13][C:14](Cl)(Cl)Cl.C(N(CC)CC)C.[NH2:26][C:27]1[CH:32]=[CH:31][C:30]([C:33]([F:36])([F:35])[F:34])=[CH:29][C:28]=1[F:37]. Product: [F:37][C:28]1[CH:29]=[C:30]([C:33]([F:35])([F:36])[F:34])[CH:31]=[CH:32][C:27]=1[NH:26][C:14]([NH:7][C:6]1[CH:8]=[C:2]([F:1])[CH:3]=[C:4]([C:9]#[N:10])[CH:5]=1)=[O:13]. The catalyst class is: 30. (4) Reactant: N[C:2]1[CH:11]=[C:10]([S:12]([CH3:15])(=[O:14])=[O:13])[CH:9]=[CH:8][C:3]=1[C:4]([O:6][CH3:7])=[O:5].S(=O)(=O)(O)O.N([O-])=O.[Na+].[I-:25].[K+]. Product: [I:25][C:2]1[CH:11]=[C:10]([S:12]([CH3:15])(=[O:14])=[O:13])[CH:9]=[CH:8][C:3]=1[C:4]([O:6][CH3:7])=[O:5]. The catalyst class is: 6. (5) Reactant: [CH3:1][N:2]1[C:6]2[N:7]=[CH:8][N:9]([CH2:12][C:13]([F:16])([F:15])[F:14])[C:10](=[O:11])[C:5]=2[C:4]([C:17]2[CH:22]=[CH:21][N:20]=[CH:19][CH:18]=2)=[CH:3]1.[Br:23]Br. Product: [Br:23][C:3]1[N:2]([CH3:1])[C:6]2[N:7]=[CH:8][N:9]([CH2:12][C:13]([F:15])([F:16])[F:14])[C:10](=[O:11])[C:5]=2[C:4]=1[C:17]1[CH:22]=[CH:21][N:20]=[CH:19][CH:18]=1. The catalyst class is: 3. (6) Reactant: C(N(CC)CC)C.C(OC([NH:15][CH2:16][C:17](O)=[O:18])=O)(C)(C)C.C(OC([Cl:27])=O)C(C)C.[F:28][C:29]([F:33])([F:32])[CH2:30][NH2:31]. Product: [ClH:27].[NH2:15][CH2:16][C:17]([NH:31][CH2:30][C:29]([F:33])([F:32])[F:28])=[O:18]. The catalyst class is: 4. (7) Reactant: [Cl:1][C:2]1[C:7]([OH:8])=[CH:6][CH:5]=[CH:4][N:3]=1.C([O-])([O-])=O.[K+].[K+].Br[CH2:16][C:17]1[CH:22]=[CH:21][CH:20]=[CH:19][CH:18]=1. Product: [CH2:16]([O:8][C:7]1[C:2]([Cl:1])=[N:3][CH:4]=[CH:5][CH:6]=1)[C:17]1[CH:22]=[CH:21][CH:20]=[CH:19][CH:18]=1. The catalyst class is: 21. (8) Reactant: Br[C:2]1[N:6]2[N:7]=[C:8]([NH:11][CH2:12][CH2:13][N:14]([CH2:17][CH3:18])[CH2:15][CH3:16])[CH:9]=[CH:10][C:5]2=[N:4][CH:3]=1.[CH:19](/B(O)O)=[CH:20]\[CH2:21][CH2:22][CH2:23][CH3:24].[ClH:28]. Product: [ClH:28].[CH2:15]([N:14]([CH2:17][CH3:18])[CH2:13][CH2:12][NH:11][C:8]1[CH:9]=[CH:10][C:5]2[N:6]([C:2](/[CH:19]=[CH:20]/[CH2:21][CH2:22][CH2:23][CH3:24])=[CH:3][N:4]=2)[N:7]=1)[CH3:16]. The catalyst class is: 28. (9) Reactant: [C:1]([C:3]1[CH:8]=[CH:7][N:6]=[C:5]([NH:9][S:10]([C:13]2[CH:18]=[CH:17][CH:16]=[CH:15][CH:14]=2)(=[O:12])=[O:11])[CH:4]=1)#[N:2].[NH2:19][OH:20]. Product: [C:13]1([S:10]([NH:9][C:5]2[CH:4]=[C:3]([C:1]([NH:19][OH:20])=[NH:2])[CH:8]=[CH:7][N:6]=2)(=[O:11])=[O:12])[CH:14]=[CH:15][CH:16]=[CH:17][CH:18]=1. The catalyst class is: 8. (10) Reactant: [CH3:1][C:2]1[CH:3]=[C:4]([C:19]2[S:23][C:22]([C:24]3(O)[CH2:29][CH2:28][S:27][CH2:26][CH2:25]3)=[N:21][CH:20]=2)[CH:5]=[C:6]([NH:8][C:9]2[N:14]=[C:13]([C:15]([F:18])([F:17])[F:16])[CH:12]=[CH:11][N:10]=2)[CH:7]=1.CCO.COCCN(S(F)(F)[F:44])CCOC. Product: [F:44][C:24]1([C:22]2[S:23][C:19]([C:4]3[CH:5]=[C:6]([NH:8][C:9]4[N:14]=[C:13]([C:15]([F:18])([F:16])[F:17])[CH:12]=[CH:11][N:10]=4)[CH:7]=[C:2]([CH3:1])[CH:3]=3)=[CH:20][N:21]=2)[CH2:25][CH2:26][S:27][CH2:28][CH2:29]1. The catalyst class is: 34.